Dataset: Forward reaction prediction with 1.9M reactions from USPTO patents (1976-2016). Task: Predict the product of the given reaction. Given the reactants [Cl:1][C:2]1[N:7]=[C:6](Cl)[C:5]([N+:9]([O-:11])=[O:10])=[CH:4][N:3]=1.C(N(CC)C(C)C)(C)C.[C:21]([NH:24][CH2:25][CH2:26][NH2:27])(=[O:23])[CH3:22], predict the reaction product. The product is: [Cl:1][C:2]1[N:7]=[C:6]([NH:27][CH2:26][CH2:25][NH:24][C:21](=[O:23])[CH3:22])[C:5]([N+:9]([O-:11])=[O:10])=[CH:4][N:3]=1.